This data is from Forward reaction prediction with 1.9M reactions from USPTO patents (1976-2016). The task is: Predict the product of the given reaction. The product is: [CH3:9][N:5]1[CH2:6][CH2:7][CH2:8][CH:4]1[CH2:3][CH2:2][NH:1][C:20](=[O:19])[CH2:21][CH2:22][CH2:23][CH2:24][CH2:25][CH2:26][CH2:27]/[CH:28]=[CH:29]\[CH2:30]/[CH:31]=[CH:32]\[CH2:33][CH2:34][CH2:35][CH2:36][CH3:37]. Given the reactants [NH2:1][CH2:2][CH2:3][CH:4]1[CH2:8][CH2:7][CH2:6][N:5]1[CH3:9].C1(C)C=CC=CC=1.C([O:19][C:20](=O)[CH2:21][CH2:22][CH2:23][CH2:24][CH2:25][CH2:26][CH2:27]/[CH:28]=[CH:29]\[CH2:30]/[CH:31]=[CH:32]\[CH2:33][CH2:34][CH2:35][CH2:36][CH3:37])C.[OH-].[Na+], predict the reaction product.